From a dataset of Full USPTO retrosynthesis dataset with 1.9M reactions from patents (1976-2016). Predict the reactants needed to synthesize the given product. (1) Given the product [CH3:9][N:10]1[C:11]2[CH:17]=[C:16]([NH:18][C:19]3[S:20][CH:21]=[C:22]([C:24]4[CH:25]=[N:26][CH:27]=[CH:28][CH:29]=4)[N:23]=3)[C:15]([CH3:30])=[CH:14][C:12]=2[N:13]=[C:38]1[C:37]1[CH:40]=[CH:41][CH:42]=[C:35]([O:34][C:33]([F:44])([F:43])[F:32])[CH:36]=1, predict the reactants needed to synthesize it. The reactants are: FC(F)C1C=C([C:9]2[NH:10][C:11]3[CH:17]=[C:16]([NH:18][C:19]4[S:20][CH:21]=[C:22]([C:24]5[CH:25]=[N:26][CH:27]=[CH:28][CH:29]=5)[N:23]=4)[C:15]([CH3:30])=[CH:14][C:12]=3[N:13]=2)C=CC=1.[F:32][C:33]([F:44])([F:43])[O:34][C:35]1[CH:36]=[C:37]([CH:40]=[CH:41][CH:42]=1)[CH:38]=O.S(=O)(O)[O-].[Na+]. (2) Given the product [ClH:28].[F:1][C:2]1[CH:3]=[C:4]([C:8]2[CH:27]=[CH:26][C:11]([C:12]([NH:14][CH2:15][CH2:16][NH:17][CH3:18])=[O:13])=[CH:10][N:9]=2)[CH:5]=[CH:6][CH:7]=1, predict the reactants needed to synthesize it. The reactants are: [F:1][C:2]1[CH:3]=[C:4]([C:8]2[CH:27]=[CH:26][C:11]([C:12]([NH:14][CH2:15][CH2:16][N:17](C)[C:18](=O)OC(C)(C)C)=[O:13])=[CH:10][N:9]=2)[CH:5]=[CH:6][CH:7]=1.[ClH:28].